The task is: Regression. Given two drug SMILES strings and cell line genomic features, predict the synergy score measuring deviation from expected non-interaction effect.. This data is from NCI-60 drug combinations with 297,098 pairs across 59 cell lines. (1) Drug 1: C1CCC(C1)C(CC#N)N2C=C(C=N2)C3=C4C=CNC4=NC=N3. Drug 2: COC1=C(C=C2C(=C1)N=CN=C2NC3=CC(=C(C=C3)F)Cl)OCCCN4CCOCC4. Cell line: OVCAR-5. Synergy scores: CSS=51.8, Synergy_ZIP=2.37, Synergy_Bliss=3.61, Synergy_Loewe=-19.4, Synergy_HSA=0.701. (2) Drug 1: CC1=C(C=C(C=C1)C(=O)NC2=CC(=CC(=C2)C(F)(F)F)N3C=C(N=C3)C)NC4=NC=CC(=N4)C5=CN=CC=C5. Drug 2: CCC1(CC2CC(C3=C(CCN(C2)C1)C4=CC=CC=C4N3)(C5=C(C=C6C(=C5)C78CCN9C7C(C=CC9)(C(C(C8N6C)(C(=O)OC)O)OC(=O)C)CC)OC)C(=O)OC)O.OS(=O)(=O)O. Cell line: NCI-H226. Synergy scores: CSS=-0.911, Synergy_ZIP=-0.0913, Synergy_Bliss=-1.44, Synergy_Loewe=-2.19, Synergy_HSA=-1.72. (3) Drug 1: CN1CCC(CC1)COC2=C(C=C3C(=C2)N=CN=C3NC4=C(C=C(C=C4)Br)F)OC. Drug 2: C1=NC2=C(N1)C(=S)N=CN2. Cell line: RXF 393. Synergy scores: CSS=4.13, Synergy_ZIP=-8.05, Synergy_Bliss=-13.7, Synergy_Loewe=-16.8, Synergy_HSA=-12.3. (4) Drug 1: CC1CCC2CC(C(=CC=CC=CC(CC(C(=O)C(C(C(=CC(C(=O)CC(OC(=O)C3CCCCN3C(=O)C(=O)C1(O2)O)C(C)CC4CCC(C(C4)OC)OCCO)C)C)O)OC)C)C)C)OC. Drug 2: CC(C)CN1C=NC2=C1C3=CC=CC=C3N=C2N. Cell line: CAKI-1. Synergy scores: CSS=4.80, Synergy_ZIP=-1.07, Synergy_Bliss=3.66, Synergy_Loewe=-3.75, Synergy_HSA=-0.537. (5) Drug 1: CC1=CC2C(CCC3(C2CCC3(C(=O)C)OC(=O)C)C)C4(C1=CC(=O)CC4)C. Drug 2: C1=CN(C=N1)CC(O)(P(=O)(O)O)P(=O)(O)O. Cell line: HT29. Synergy scores: CSS=-3.20, Synergy_ZIP=0.876, Synergy_Bliss=-1.66, Synergy_Loewe=-3.61, Synergy_HSA=-3.96.